This data is from Forward reaction prediction with 1.9M reactions from USPTO patents (1976-2016). The task is: Predict the product of the given reaction. (1) Given the reactants [C:1]([C:3]1[CH:8]=[CH:7][C:6]([N:9]([CH2:15][CH:16]2[CH2:18][CH2:17]2)[C@H:10]([C:12]([OH:14])=O)[CH3:11])=[CH:5][C:4]=1[C:19]([F:22])([F:21])[F:20])#[N:2].[CH2:23]([NH2:25])[CH3:24], predict the reaction product. The product is: [C:1]([C:3]1[CH:8]=[CH:7][C:6]([N:9]([CH2:15][CH:16]2[CH2:17][CH2:18]2)[C@H:10]([C:12]([NH:25][CH2:23][CH3:24])=[O:14])[CH3:11])=[CH:5][C:4]=1[C:19]([F:22])([F:20])[F:21])#[N:2]. (2) Given the reactants [CH:1]([C:4]1[CH:9]=[CH:8][C:7]([NH:10][S:11]([C:14]2[S:22][C:21]3[CH:20]=[CH:19][N:18]=[C:17]([Cl:23])[C:16]=3[CH:15]=2)(=[O:13])=[O:12])=[CH:6][CH:5]=1)([CH3:3])[CH3:2].S1C2C=CC=NC=2C=C1.CO[C@@H]1[C@@H](C(OC)=O)[C@@H]2[C@@H](C[N:40]3[C@H:45](C2)[C:44]2[NH:53][C:54]4[CH:59]=C(OC)C=CC=4C=2CC3)C[C@H]1OC(C1C=C(OC)C(OC)=C(OC)C=1)=O, predict the reaction product. The product is: [ClH:23].[CH:1]([C:4]1[CH:9]=[CH:8][C:7]([NH:10][S:11]([C:14]2[S:22][C:21]3[CH:20]=[CH:19][N:18]=[C:17]([N:40]4[CH2:45][CH2:44][NH:53][CH2:54][CH2:59]4)[C:16]=3[CH:15]=2)(=[O:13])=[O:12])=[CH:6][CH:5]=1)([CH3:3])[CH3:2]. (3) Given the reactants [F:1][C:2]1[CH:3]=[C:4]([C:10](=O)[CH2:11][C:12]2[CH:17]=[CH:16][CH:15]=[CH:14][CH:13]=2)[CH:5]=[CH:6][C:7]=1[O:8][CH3:9].[CH2:19]([O:21][C:22]1[CH:23]=[C:24]([CH:27]=[C:28]([N+:31]([O-:33])=[O:32])[C:29]=1[OH:30])[CH:25]=O)[CH3:20].[NH2:34][C:35]([NH2:37])=[O:36].Cl, predict the reaction product. The product is: [CH2:19]([O:21][C:22]1[CH:23]=[C:24]([CH:25]2[C:11]([C:12]3[CH:17]=[CH:16][CH:15]=[CH:14][CH:13]=3)=[C:10]([C:4]3[CH:5]=[CH:6][C:7]([O:8][CH3:9])=[C:2]([F:1])[CH:3]=3)[NH:37][C:35](=[O:36])[NH:34]2)[CH:27]=[C:28]([N+:31]([O-:33])=[O:32])[C:29]=1[OH:30])[CH3:20]. (4) The product is: [Cl:1][C:2]1[N:3]=[C:4]([NH:20][CH2:19][CH:16]2[CH2:17][CH2:18][O:13][CH2:14][CH2:15]2)[CH:5]=[CH:6][C:7]=1[C:8]([F:11])([F:10])[F:9]. Given the reactants [Cl:1][C:2]1[C:7]([C:8]([F:11])([F:10])[F:9])=[CH:6][CH:5]=[C:4](Cl)[N:3]=1.[O:13]1[CH2:18][CH2:17][CH:16]([CH2:19][NH2:20])[CH2:15][CH2:14]1.C(N(CC)CC)C, predict the reaction product. (5) Given the reactants [CH3:13][C:12]([O:11][C:9](O[C:9]([O:11][C:12]([CH3:15])([CH3:14])[CH3:13])=[O:10])=[O:10])([CH3:15])[CH3:14].[Si]([O:23][C@@H:24]([CH2:29][C:30]1[C:38]2[C:33](=[CH:34][CH:35]=[CH:36][CH:37]=2)[NH:32][CH:31]=1)[C:25]([O:27][CH3:28])=[O:26])(C(C)(C)C)(C)C, predict the reaction product. The product is: [OH:23][C@H:24]([C:25]([O:27][CH3:28])=[O:26])[CH2:29][C:30]1[C:38]2[C:33](=[CH:34][CH:35]=[CH:36][CH:37]=2)[N:32]([C:9]([O:11][C:12]([CH3:13])([CH3:14])[CH3:15])=[O:10])[CH:31]=1. (6) Given the reactants [F:1][C:2]([F:13])([F:12])[C:3]1[CH:11]=[CH:10][C:6]([C:7](Cl)=[O:8])=[CH:5][CH:4]=1.[CH3:14][O:15][C:16]1[CH:25]=[C:24]2[C:19]([CH:20]=[C:21]([CH2:31][NH2:32])[C:22]([C:26]3[CH:30]=[CH:29][S:28][CH:27]=3)=[N:23]2)=[CH:18][CH:17]=1, predict the reaction product. The product is: [CH3:14][O:15][C:16]1[CH:25]=[C:24]2[C:19]([CH:20]=[C:21]([CH2:31][NH:32][C:7](=[O:8])[C:6]3[CH:10]=[CH:11][C:3]([C:2]([F:13])([F:12])[F:1])=[CH:4][CH:5]=3)[C:22]([C:26]3[CH:30]=[CH:29][S:28][CH:27]=3)=[N:23]2)=[CH:18][CH:17]=1. (7) Given the reactants [Mg].II.Br[CH2:5][CH2:6][CH:7]=[CH2:8].[Cl:9][C:10]1[CH:15]=[CH:14][C:13]([C:16]2([NH:26][C:27](=[O:34])[C:28]3[CH:33]=[CH:32][CH:31]=[CH:30][CH:29]=3)[CH2:19][CH:18]([C:20](=[O:25])N(OC)C)[CH2:17]2)=[CH:12][CH:11]=1, predict the reaction product. The product is: [Cl:9][C:10]1[CH:11]=[CH:12][C:13]([C:16]2([NH:26][C:27](=[O:34])[C:28]3[CH:29]=[CH:30][CH:31]=[CH:32][CH:33]=3)[CH2:17][CH:18]([C:20](=[O:25])[CH2:8][CH2:7][CH:6]=[CH2:5])[CH2:19]2)=[CH:14][CH:15]=1.